This data is from Experimentally validated miRNA-target interactions with 360,000+ pairs, plus equal number of negative samples. The task is: Binary Classification. Given a miRNA mature sequence and a target amino acid sequence, predict their likelihood of interaction. (1) The miRNA is mmu-miR-295-3p with sequence AAAGUGCUACUACUUUUGAGUCU. The protein sequence of the target gene is MMWTWALWMLPSLCKFSLAALPAKPENISCVYYYRKNLTCTWSPGKETSYTQYTVKRTYAFGEKHDNCTTNSSTSENRASCSFFLPRITIPDNYTIEVEAENGDGVIKSHMTYWRLENIAKTEPPKIFRVKPVLGIKRMIQIEWIKPELAPVSSDLKYTLRFRTVNSTSWMEVNFAKNRKDKNQTYNLTGLQPFTEYVIALRCAVKESKFWSDWSQEKMGMTEEEAPCGLELWRVLKPAEADGRRPVRLLWKKARGAPVLEKTLGYNIWYYPESNTNLTETMNTTNQQLELHLGGESFWV.... Result: 0 (no interaction). (2) The miRNA is hsa-miR-8089 with sequence CCUGGGGACAGGGGAUUGGGGCAG. The protein sequence of the target gene is MLPHVVLTFRRLGCALASCRLAPARHRGSGLLHTAPVARSDRSAPVFTRALAFGDRIALVDQHGRHTYRELYSRSLRLSQEICRLCGCVGGDLREERVSFLCANDASYVVAQWASWMSGGVAVPLYRKHPAAQLEYVICDSQSSVVLASQEYLELLSPVVRKLGVPLLPLTPAIYTGAVEEPAEVPVPEQGWRNKGAMIIYTSGTTGRPKGVLSTHQNIRAVVTGLVHKWAWTKDDVILHVLPLHHVHGVVNALLCPLWVGATCVMMPEFSPQQVWEKFLSSETPRINVFMAVPTIYTKL.... Result: 0 (no interaction). (3) Result: 0 (no interaction). The protein sequence of the target gene is MEADIITNLRCRLKEAEEERLKAAQYGLQLVESQNELQNQLDKCRNEMMTMTESYEQEKYTLQREVELKSRMLESLSCECEAIKQQQKMHLEKLEEQLSRSHGQEVNELKTKIEKLKVELDEARLSEKQLKHQVDHQKELLSCKSEELRVMSERVQESMSSEMLALQIELTEMESMKTTLKEEVNELQYRQEQLELLITNLMRQVDRLKEEKEEREKEAVSYYNALEKARVANQDLQVQLDQALQQALDPNSKGNSLFAEVEDRRAAMERQLISMKVKYQSLKKQNVFNREQMQRMKLQI.... The miRNA is rno-miR-223-3p with sequence UGUCAGUUUGUCAAAUACCCC. (4) The miRNA is hsa-miR-7852-3p with sequence UAUGUAGUAGUCAAAGGCAUUU. The protein sequence of the target gene is MNKLKSSQKDKVRQFMIFTQSSEKTAVSCLSQNDWKLDVATDNFFQNPELYIRESVKGSLDRKKLEQLYNRYKDPQDENKIGIDGIQQFCDDLALDPASISVLIIAWKFRAATQCEFSKQEFMDGMTELGCDSIEKLKAQIPKMEQELKEPGRFKDFYQFTFNFAKNPGQKGLDLEMAIAYWNLVLNGRFKFLDLWNKFLLEHHKRSIPKDTWNLLLDFSTMIADDMSNYDEEGAWPVLIDDFVEFARPQIAGTKSTTV. Result: 1 (interaction). (5) The miRNA is hsa-miR-6834-3p with sequence UAUGUCCCAUCCCUCCAUCA. The protein sequence of the target gene is MGDPERPEAARPEKGEQLCSETEENVVRSNEEPLLRKSSRRFVIFPIQYPDIWRMYKQAQASFWTAEEVDLSKDLPHWNKLKSDEKYFISHILAFFAASDGIVNENLVERFSQEVQVPEARCFYGFQILIENVHSEMYSLLIDTYIRDPKKREFLFNAIETMPYVKKKADWALRWIADRKSTFGERVVAFAAVEGIFFSGSFAAIFWLKKRGLMPGLTFSNELISRDEGLHCDFACLMFQYLVNKPSEDRVREIIADAVQIEQEFLTEALPVGLIGMNCVLMKQYIEFVADRLLGELGFS.... Result: 0 (no interaction). (6) The miRNA is hsa-miR-4484 with sequence AAAAGGCGGGAGAAGCCCCA. The protein sequence of the target gene is MRLLDGGSFTAESSREVVQANCVHWRKKFSFMCKMSASASTGILDPCIYRVSVRKELKGGKAYAKLGFADLNLAEFAGSGNTTRRCLLEGYDTKNTRQDNSILKVLISMQLMSGDPCFKTPPSTSMSIPIAGESESLEEDRKGGETLKVHLGIADLSAKSASVPDELGAWGHSRTSSYASQQSKVSGYSTCHSRSSSFSEFCHRRNTSVGSTSTGIESILEPCDETEPITAEPSPDPTAAAATATTTTAKEEEASEKLARCPVKQDSVESQLKRVDDTRVDADDIVEKILQSQDFSLDSS.... Result: 0 (no interaction). (7) The miRNA is mmu-miR-466d-3p with sequence UAUACAUACACGCACACAUAG. The protein sequence of the target gene is MSQMLHIEIPNFGNTVLGCLNEQRLLGLYCDVSIVVKGQAFKAHRAVLAASSLYFRDLFSGNSKSAFELPGTVPPACFQQILSFCYTGKLTMAASEQLVVMYTAGFLQIQHIVERGTDLMFKVSSPHCDSQTAMIEDASSEPQSPCNQLQPATAAYVTSPSVPIPLLTRVKHEAMEMPPASGPGLASKRPLETGPRDGVAVATGAAGTPGTAPLKLPRVSYYGVPSLATLIPSIQQVPYPPGERTSPGASSLPTTDSPTSYHNEEDEEDDEAYDTMVEEQYGQMYIKATGNYAVQEKPEP.... Result: 1 (interaction).